Predict the reactants needed to synthesize the given product. From a dataset of Full USPTO retrosynthesis dataset with 1.9M reactions from patents (1976-2016). Given the product [OH:6][CH2:7][C:8]1[S:12][CH:11]=[C:10]([C:13]([N:15]2[CH2:16][CH2:17][CH2:18][CH2:19][CH2:20]2)=[O:14])[CH:9]=1, predict the reactants needed to synthesize it. The reactants are: C([SiH2][O:6][C:7](C)(C)[C:8]1[S:12][CH:11]=[C:10]([C:13]([N:15]2[CH2:20][CH2:19][CH2:18][CH2:17][CH2:16]2)=[O:14])[CH:9]=1)(C)(C)C.[F-].C([NH3+])(C)(C)C.C(O)(=O)C.